From a dataset of NCI-60 drug combinations with 297,098 pairs across 59 cell lines. Regression. Given two drug SMILES strings and cell line genomic features, predict the synergy score measuring deviation from expected non-interaction effect. (1) Drug 2: C1CC(=O)NC(=O)C1N2C(=O)C3=CC=CC=C3C2=O. Synergy scores: CSS=72.2, Synergy_ZIP=13.6, Synergy_Bliss=11.9, Synergy_Loewe=-10.9, Synergy_HSA=11.8. Drug 1: C1=CC(=CC=C1CCC2=CNC3=C2C(=O)NC(=N3)N)C(=O)NC(CCC(=O)O)C(=O)O. Cell line: HL-60(TB). (2) Drug 1: CC1=C2C(C(=O)C3(C(CC4C(C3C(C(C2(C)C)(CC1OC(=O)C(C(C5=CC=CC=C5)NC(=O)C6=CC=CC=C6)O)O)OC(=O)C7=CC=CC=C7)(CO4)OC(=O)C)O)C)OC(=O)C. Drug 2: CC1=C2C(C(=O)C3(C(CC4C(C3C(C(C2(C)C)(CC1OC(=O)C(C(C5=CC=CC=C5)NC(=O)OC(C)(C)C)O)O)OC(=O)C6=CC=CC=C6)(CO4)OC(=O)C)O)C)O. Cell line: TK-10. Synergy scores: CSS=-4.11, Synergy_ZIP=2.29, Synergy_Bliss=2.72, Synergy_Loewe=-2.69, Synergy_HSA=-2.57. (3) Drug 1: CC1=C(C(CCC1)(C)C)C=CC(=CC=CC(=CC(=O)O)C)C. Drug 2: C1=CC=C(C=C1)NC(=O)CCCCCCC(=O)NO. Cell line: NCI-H226. Synergy scores: CSS=3.24, Synergy_ZIP=-0.911, Synergy_Bliss=-1.02, Synergy_Loewe=-3.53, Synergy_HSA=-2.84. (4) Drug 1: CC1=C(C=C(C=C1)NC(=O)C2=CC=C(C=C2)CN3CCN(CC3)C)NC4=NC=CC(=N4)C5=CN=CC=C5. Drug 2: CC1=C(C(=O)C2=C(C1=O)N3CC4C(C3(C2COC(=O)N)OC)N4)N. Cell line: ACHN. Synergy scores: CSS=45.8, Synergy_ZIP=-0.953, Synergy_Bliss=1.01, Synergy_Loewe=-44.9, Synergy_HSA=-1.59.